Dataset: Full USPTO retrosynthesis dataset with 1.9M reactions from patents (1976-2016). Task: Predict the reactants needed to synthesize the given product. (1) Given the product [Cl:1][C:2]1[CH:7]=[C:6]([CH3:8])[CH:5]=[C:4]([CH3:9])[C:3]=1[N:10]1[CH2:15][CH2:14][CH2:13][C:12]2=[C:16]([CH:20]([CH2:24][CH2:25][CH3:26])[CH2:21][CH2:22][CH3:23])[N:17]([CH3:19])[N:18]=[C:11]12, predict the reactants needed to synthesize it. The reactants are: [Cl:1][C:2]1[CH:7]=[C:6]([CH3:8])[CH:5]=[C:4]([CH3:9])[C:3]=1[N:10]1[CH2:15][CH2:14][CH2:13][C:12]2=[C:16]([C:20]([CH2:24][CH2:25][CH3:26])=[CH:21][CH2:22][CH3:23])[N:17]([CH3:19])[N:18]=[C:11]12. (2) Given the product [NH2:1][C:2]1[N:7]([CH3:8])[C:6](=[O:9])[CH:5]=[C:4]([CH2:10][CH2:11][C:12]2[CH:13]=[C:14]3[C:15]([CH:23]=[CH:22][NH:21]3)=[CH:16][CH:17]=2)[N:3]=1, predict the reactants needed to synthesize it. The reactants are: [NH2:1][C:2]1[N:7]([CH3:8])[C:6](=[O:9])[CH:5]=[C:4]([CH2:10][CH2:11][C:12]2[CH:17]=[CH:16][CH:15]=[C:14](Br)[CH:13]=2)[N:3]=1.NC1NC(=O)[CH:23]=[C:22](CCC2C=C3C(C=CN3)=CC=2)[N:21]=1.